Dataset: Catalyst prediction with 721,799 reactions and 888 catalyst types from USPTO. Task: Predict which catalyst facilitates the given reaction. Reactant: [NH:1]1[CH:5]=[C:4]([CH:6]=[O:7])[N:3]=[CH:2]1.[C:8](O[C:8]([O:10][C:11]([CH3:14])([CH3:13])[CH3:12])=[O:9])([O:10][C:11]([CH3:14])([CH3:13])[CH3:12])=[O:9].CN(C1C=CC=CN=1)C. The catalyst class is: 7. Product: [CH3:12][C:11]([CH3:14])([O:10][C:8]([N:1]1[CH:5]=[C:4]([CH:6]=[O:7])[N:3]=[CH:2]1)=[O:9])[CH3:13].